This data is from Full USPTO retrosynthesis dataset with 1.9M reactions from patents (1976-2016). The task is: Predict the reactants needed to synthesize the given product. (1) Given the product [C:8]([O:13][C:14]12[CH2:23][CH:18]3[CH2:19][CH:20]([CH2:22][C:16]([O:24][CH:25]([CH3:29])[C:26]([O:28][CH2:31][O:32][CH:33]4[CH2:38][CH2:37][CH2:36][CH2:35][CH2:34]4)=[O:27])([CH2:17]3)[CH2:15]1)[CH2:21]2)(=[O:12])[C:9]([CH3:11])=[CH2:10], predict the reactants needed to synthesize it. The reactants are: C(N(CC)CC)C.[C:8]([O:13][C:14]12[CH2:23][CH:18]3[CH2:19][CH:20]([CH2:22][C:16]([O:24][CH:25]([CH3:29])[C:26]([OH:28])=[O:27])([CH2:17]3)[CH2:15]1)[CH2:21]2)(=[O:12])[C:9]([CH3:11])=[CH2:10].Cl[CH2:31][O:32][CH:33]1[CH2:38][CH2:37][CH2:36][CH2:35][CH2:34]1.O. (2) Given the product [CH:25]([C:18]1[CH:17]=[C:16]2[C:21](=[CH:20][CH:19]=1)[C:12]([C:8]1[C:9]3[C:4](=[CH:3][C:2]([CH:47]=[CH2:48])=[CH:11][CH:10]=3)[CH:5]=[CH:6][C:7]=1[OH:24])=[C:13]([OH:23])[CH:14]=[CH:15]2)=[CH2:26], predict the reactants needed to synthesize it. The reactants are: Br[C:2]1[CH:3]=[C:4]2[C:9](=[CH:10][CH:11]=1)[C:8]([C:12]1[C:21]3[C:16](=[CH:17][C:18](Br)=[CH:19][CH:20]=3)[CH:15]=[CH:14][C:13]=1[OH:23])=[C:7]([OH:24])[CH:6]=[CH:5]2.[CH3:25][C:26]1C=CC=CC=1P(C1C=CC=CC=1C)C1C=CC=CC=1C.[CH3:47][CH2:48]N(CC)CC.C=C. (3) Given the product [C:1]([C:4]1[C:12]2[C:7](=[N:24][C:19]([O:18][CH3:17])=[CH:10][CH:11]=2)[N:6]([CH2:13][C:14]([OH:16])=[O:15])[CH:5]=1)(=[O:3])[CH3:2], predict the reactants needed to synthesize it. The reactants are: [C:1]([C:4]1[C:12]2[C:7](=CN=[CH:10][CH:11]=2)[N:6]([CH2:13][C:14]([OH:16])=[O:15])[CH:5]=1)(=[O:3])[CH3:2].[CH3:17][O:18][C:19]1[N:24]=C2NC=C(C(=O)C)C2=CC=1. (4) Given the product [CH3:15][S:14][C:10]1[N:9]=[C:8]([C:6]2[CH:5]=[CH:4][NH:3][C:2](=[O:16])[CH:7]=2)[CH:13]=[CH:12][N:11]=1, predict the reactants needed to synthesize it. The reactants are: F[C:2]1[CH:7]=[C:6]([C:8]2[CH:13]=[CH:12][N:11]=[C:10]([S:14][CH3:15])[N:9]=2)[CH:5]=[CH:4][N:3]=1.[OH-:16].[Na+]. (5) Given the product [CH3:2][CH:3]1[CH2:12][CH2:11][CH:10]([CH3:13])[C:9]2[CH:8]=[C:7]([C:14]3[N:15]=[C:16]([CH:19]4[CH2:24][CH2:23][N:22]([CH2:30][CH2:29][CH2:28][CH2:27][CH2:26][OH:25])[CH2:21][CH2:20]4)[S:17][CH:18]=3)[CH:6]=[CH:5][C:4]1=2, predict the reactants needed to synthesize it. The reactants are: Br.[CH3:2][CH:3]1[CH2:12][CH2:11][CH:10]([CH3:13])[C:9]2[CH:8]=[C:7]([C:14]3[N:15]=[C:16]([CH:19]4[CH2:24][CH2:23][NH:22][CH2:21][CH2:20]4)[S:17][CH:18]=3)[CH:6]=[CH:5][C:4]1=2.[OH:25][CH2:26][CH2:27][CH2:28][CH2:29][CH:30]=O.Cl. (6) Given the product [CH2:26]([C:14]1[CH:13]=[C:3]([O:4][CH2:5][O:6][CH2:7][CH2:8][Si:9]([CH3:10])([CH3:11])[CH3:12])[C:2]([F:1])=[CH:16][C:15]=1[C:29]1[N:34]=[CH:33][C:32]2[CH:35]=[N:36][N:37]([CH:38]3[CH2:43][CH2:42][CH2:41][CH2:40][O:39]3)[C:31]=2[CH:30]=1)[CH3:27], predict the reactants needed to synthesize it. The reactants are: [F:1][C:2]1[CH:16]=[C:15](B2OC(C)(C)C(C)(C)O2)[C:14]([CH2:26][CH3:27])=[CH:13][C:3]=1[O:4][CH2:5][O:6][CH2:7][CH2:8][Si:9]([CH3:12])([CH3:11])[CH3:10].Cl[C:29]1[N:34]=[CH:33][C:32]2[CH:35]=[N:36][N:37]([CH:38]3[CH2:43][CH2:42][CH2:41][CH2:40][O:39]3)[C:31]=2[CH:30]=1. (7) Given the product [CH2:13]([C:15]1[C:16]([C:23]2[CH:31]=[C:30]3[C:26]([C:27]([C:32]4[NH:33][C:34]5[CH2:39][CH2:38][N:37]([CH2:6][C:5]6[CH:8]=[CH:9][C:2]([F:1])=[CH:3][CH:4]=6)[CH2:36][C:35]=5[N:40]=4)=[N:28][NH:29]3)=[CH:25][CH:24]=2)=[CH:17][C:18]([F:22])=[C:19]([OH:21])[CH:20]=1)[CH3:14], predict the reactants needed to synthesize it. The reactants are: [F:1][C:2]1[CH:9]=[CH:8][C:5]([CH:6]=O)=[CH:4][CH:3]=1.Br.Br.Br.[CH2:13]([C:15]1[C:16]([C:23]2[CH:31]=[C:30]3[C:26]([C:27]([C:32]4[NH:33][C:34]5[CH2:39][CH2:38][NH:37][CH2:36][C:35]=5[N:40]=4)=[N:28][NH:29]3)=[CH:25][CH:24]=2)=[CH:17][C:18]([F:22])=[C:19]([OH:21])[CH:20]=1)[CH3:14]. (8) Given the product [Br:40][CH2:1][C:2]1[N:3]=[C:4]([C:12]2[CH:17]=[CH:16][C:15]([C:18]([F:21])([F:20])[F:19])=[CH:14][CH:13]=2)[S:5][C:6]=1[C:7]([O:9][CH2:10][CH3:11])=[O:8], predict the reactants needed to synthesize it. The reactants are: [CH3:1][C:2]1[N:3]=[C:4]([C:12]2[CH:17]=[CH:16][C:15]([C:18]([F:21])([F:20])[F:19])=[CH:14][CH:13]=2)[S:5][C:6]=1[C:7]([O:9][CH2:10][CH3:11])=[O:8].C(OOC(=O)C1C=CC=CC=1)(=O)C1C=CC=CC=1.[Br:40]N1C(=O)CCC1=O.